This data is from Catalyst prediction with 721,799 reactions and 888 catalyst types from USPTO. The task is: Predict which catalyst facilitates the given reaction. (1) Reactant: [NH2:1][C:2]1[N:7]=[CH:6][N:5]=[C:4]([NH:8][C@H:9]([C:11]2[N:16]([C:17]3[CH:22]=[CH:21][CH:20]=[CH:19][CH:18]=3)[C:15](=[O:23])[C:14]3=[C:24]([CH3:27])[CH:25]=[CH:26][N:13]3[N:12]=2)[CH3:10])[C:3]=1Br.[F:29][C:30]1[CH:35]=[CH:34][C:33]([CH2:36][S:37]([NH:40][C:41]2[CH:46]=[C:45](B3OC(C)(C)C(C)(C)O3)[CH:44]=[C:43]([O:56][CH3:57])[CH:42]=2)(=[O:39])=[O:38])=[CH:32][CH:31]=1.C(=O)([O-])[O-].[Cs+].[Cs+]. Product: [NH2:1][C:2]1[C:3]([C:45]2[CH:46]=[C:41]([NH:40][S:37]([CH2:36][C:33]3[CH:32]=[CH:31][C:30]([F:29])=[CH:35][CH:34]=3)(=[O:38])=[O:39])[CH:42]=[C:43]([O:56][CH3:57])[CH:44]=2)=[C:4]([NH:8][C@H:9]([C:11]2[N:16]([C:17]3[CH:22]=[CH:21][CH:20]=[CH:19][CH:18]=3)[C:15](=[O:23])[C:14]3=[C:24]([CH3:27])[CH:25]=[CH:26][N:13]3[N:12]=2)[CH3:10])[N:5]=[CH:6][N:7]=1. The catalyst class is: 155. (2) Product: [Cl:1][C:2]1[C:3]([N:21]2[CH2:26][CH2:25][CH:24]([C:27]([OH:29])=[O:28])[CH2:23][CH2:22]2)=[N:4][C:5]([CH2:14][N:15]2[CH2:19][CH2:18][CH2:17][C:16]2=[O:20])=[C:6]([C:8](=[O:13])[CH2:9][CH2:10][CH2:11][CH3:12])[CH:7]=1. Reactant: [Cl:1][C:2]1[C:3]([N:21]2[CH2:26][CH2:25][CH:24]([C:27]([O:29]C(C)(C)C)=[O:28])[CH2:23][CH2:22]2)=[N:4][C:5]([CH2:14][N:15]2[CH2:19][CH2:18][CH2:17][C:16]2=[O:20])=[C:6]([C:8](=[O:13])[CH2:9][CH2:10][CH2:11][CH3:12])[CH:7]=1. The catalyst class is: 33. (3) Product: [CH2:1]([O:3][C:4]([C:6]1[N:14]([CH3:15])[C:13]2[C:12]([Cl:16])=[CH:11][N:10]=[CH:9][C:8]=2[C:7]=1[NH:17][C:18]1[CH:23]=[CH:22][C:21]([I:29])=[CH:20][C:19]=1[F:28])=[O:5])[CH3:2]. The catalyst class is: 2. Reactant: [CH2:1]([O:3][C:4]([C:6]1[N:14]([CH3:15])[C:13]2[C:12]([Cl:16])=[CH:11][N:10]=[CH:9][C:8]=2[C:7]=1[NH:17][C:18]1[CH:23]=[CH:22][C:21]([Si](C)(C)C)=[CH:20][C:19]=1[F:28])=[O:5])[CH3:2].[I:29]Cl.